From a dataset of Full USPTO retrosynthesis dataset with 1.9M reactions from patents (1976-2016). Predict the reactants needed to synthesize the given product. (1) Given the product [CH3:1][O:2][CH2:3][CH2:4][CH2:5][C:19]1[CH:20]=[C:21]([CH:27]=[CH:28][CH:29]=1)[C:22]([O:24][CH2:25][CH3:26])=[O:23], predict the reactants needed to synthesize it. The reactants are: [CH3:1][O:2][CH2:3][CH:4]=[CH2:5].C12BC(CCC1)CCC2.C[O-].[Na+].Br[C:19]1[CH:20]=[C:21]([CH:27]=[CH:28][CH:29]=1)[C:22]([O:24][CH2:25][CH3:26])=[O:23]. (2) Given the product [C:1]([O:5][C:6]([N:8]1[CH2:13][CH2:12][N:11]([S:14]([C:17]2[CH:18]=[CH:19][C:20]([NH:23][C:33](=[O:36])[CH:34]=[CH2:35])=[CH:21][CH:22]=2)(=[O:16])=[O:15])[CH2:10][CH2:9]1)=[O:7])([CH3:4])([CH3:2])[CH3:3], predict the reactants needed to synthesize it. The reactants are: [C:1]([O:5][C:6]([N:8]1[CH2:13][CH2:12][N:11]([S:14]([C:17]2[CH:22]=[CH:21][C:20]([NH2:23])=[CH:19][CH:18]=2)(=[O:16])=[O:15])[CH2:10][CH2:9]1)=[O:7])([CH3:4])([CH3:3])[CH3:2].C(N(C(C)C)CC)(C)C.[C:33](Cl)(=[O:36])[CH:34]=[CH2:35]. (3) Given the product [C:19]([O:23][CH2:24][CH2:25][C:26](=[CH2:27])[CH2:28][CH2:4][CH2:3][C:2]([CH3:6])=[CH2:1])(=[O:22])[CH2:20][CH3:21], predict the reactants needed to synthesize it. The reactants are: [CH3:1][C:2](=[CH2:6])[CH2:3][CH2:4]Br.BrCCBr.[Mg].CC(=C)CC[Mg]Br.[C:19]([O:23][CH2:24][CH2:25][C:26]([CH2:28]Br)=[CH2:27])(=[O:22])[CH2:20][CH3:21].[Cl-].[NH4+].